From a dataset of Full USPTO retrosynthesis dataset with 1.9M reactions from patents (1976-2016). Predict the reactants needed to synthesize the given product. (1) The reactants are: [CH3:1][O:2][C:3]1[C:8]([NH2:9])=[C:7]([O:10][CH3:11])[N:6]=[C:5]([N:12]2[CH2:17][CH2:16][CH:15]([O:18][CH3:19])[CH2:14][CH2:13]2)[N:4]=1.C(N(CC)CC)C.[C:27]([CH2:31][C:32](Cl)=[O:33])([CH3:30])([CH3:29])[CH3:28].O. Given the product [CH3:11][O:10][C:7]1[C:8]([NH:9][C:32](=[O:33])[CH2:31][C:27]([CH3:30])([CH3:29])[CH3:28])=[C:3]([O:2][CH3:1])[N:4]=[C:5]([N:12]2[CH2:17][CH2:16][CH:15]([O:18][CH3:19])[CH2:14][CH2:13]2)[N:6]=1, predict the reactants needed to synthesize it. (2) Given the product [CH2:13]([O:12][C:11]([NH:10][C@H:9]1[CH2:8][CH2:7][N:6]([C:22]2[CH:23]=[C:24]([C:29]([O:31][CH3:32])=[O:30])[C:25]([CH3:28])=[N:26][CH:27]=2)[CH2:5][C@H:4]1[O:3][CH3:2])=[O:20])[C:14]1[CH:19]=[CH:18][CH:17]=[CH:16][CH:15]=1, predict the reactants needed to synthesize it. The reactants are: Cl.[CH3:2][O:3][C@H:4]1[C@@H:9]([NH:10][C:11](=[O:20])[O:12][CH2:13][C:14]2[CH:19]=[CH:18][CH:17]=[CH:16][CH:15]=2)[CH2:8][CH2:7][NH:6][CH2:5]1.Cl[C:22]1[CH:23]=[C:24]([C:29]([O:31][CH3:32])=[O:30])[C:25]([CH3:28])=[N:26][CH:27]=1.C1C=CC(P(C2C(C3C(P(C4C=CC=CC=4)C4C=CC=CC=4)=CC=C4C=3C=CC=C4)=C3C(C=CC=C3)=CC=2)C2C=CC=CC=2)=CC=1.C(=O)([O-])[O-].[Cs+].[Cs+]. (3) Given the product [F:17][C:7]1[CH:6]=[C:5]([C:3](=[O:4])[CH2:2][N:22]2[C:18](=[O:28])[C:19]3[C:20](=[CH:24][CH:25]=[CH:26][CH:27]=3)[C:21]2=[O:23])[CH:10]=[CH:9][C:8]=1[N:11]1[CH2:16][CH2:15][O:14][CH2:13][CH2:12]1, predict the reactants needed to synthesize it. The reactants are: Br[CH2:2][C:3]([C:5]1[CH:10]=[CH:9][C:8]([N:11]2[CH2:16][CH2:15][O:14][CH2:13][CH2:12]2)=[C:7]([F:17])[CH:6]=1)=[O:4].[C:18]1(=[O:28])[NH:22][C:21](=[O:23])[C:20]2=[CH:24][CH:25]=[CH:26][CH:27]=[C:19]12.[K]. (4) Given the product [CH2:1]([C@H:8]([NH:16][C:17]([C:19]1[NH:23][C:22]2[S:24][C:25]([C:27]#[CH:28])=[CH:26][C:21]=2[CH:20]=1)=[O:18])[C:9]([N:11]1[CH2:14][CH:13]([OH:15])[CH2:12]1)=[O:10])[C:2]1[CH:3]=[CH:4][CH:5]=[CH:6][CH:7]=1, predict the reactants needed to synthesize it. The reactants are: [CH2:1]([C@H:8]([NH:16][C:17]([C:19]1[NH:23][C:22]2[S:24][C:25]([C:27]#[C:28][Si](C)(C)C)=[CH:26][C:21]=2[CH:20]=1)=[O:18])[C:9]([N:11]1[CH2:14][CH:13]([OH:15])[CH2:12]1)=[O:10])[C:2]1[CH:7]=[CH:6][CH:5]=[CH:4][CH:3]=1.[OH-].[K+].